From a dataset of Catalyst prediction with 721,799 reactions and 888 catalyst types from USPTO. Predict which catalyst facilitates the given reaction. (1) Reactant: [CH:1]1([NH:4][C:5](=[O:35])[C:6]2[CH:11]=[C:10]([N:12]3[CH:17]=[CH:16][N:15]=[C:14]([NH:18][C:19]([C:22]4[CH:27]=[CH:26][CH:25]=[CH:24][C:23]=4[CH2:28][CH2:29][CH2:30]O)([CH3:21])[CH3:20])[C:13]3=[O:32])[C:9]([CH3:33])=[C:8]([F:34])[CH:7]=2)[CH2:3][CH2:2]1.C(Br)(Br)(Br)[Br:37].C1(P(C2C=CC=CC=2)C2C=CC=CC=2)C=CC=CC=1. Product: [Br:37][CH2:30][CH2:29][CH2:28][C:23]1[CH:24]=[CH:25][CH:26]=[CH:27][C:22]=1[C:19]([NH:18][C:14]1[C:13](=[O:32])[N:12]([C:10]2[CH:11]=[C:6]([CH:7]=[C:8]([F:34])[C:9]=2[CH3:33])[C:5]([NH:4][CH:1]2[CH2:3][CH2:2]2)=[O:35])[CH:17]=[CH:16][N:15]=1)([CH3:21])[CH3:20]. The catalyst class is: 1. (2) Reactant: [Br:1][CH2:2][CH2:3][OH:4].[N:5]1[CH:10]=[CH:9][CH:8]=[CH:7][CH:6]=1. Product: [Br-:1].[OH:4][CH2:3][CH2:2][N+:5]1[CH:10]=[CH:9][CH:8]=[CH:7][CH:6]=1. The catalyst class is: 10. (3) Reactant: [CH3:1][CH:2]1[C@@H:6]2[CH2:7][CH2:8][C@@H:9]([C:11]([OH:13])=O)[CH2:10][N:5]2[C:4](=[O:14])[O:3]1.C(Cl)(=O)C(Cl)=O.[Cl:21][C:22]1[C:23]([CH2:28][NH2:29])=[N:24][CH:25]=[CH:26][N:27]=1. Product: [Cl:21][C:22]1[C:23]([CH2:28][NH:29][C:11]([C@H:9]2[CH2:10][N:5]3[C:4](=[O:14])[O:3][CH:2]([CH3:1])[C@@H:6]3[CH2:7][CH2:8]2)=[O:13])=[N:24][CH:25]=[CH:26][N:27]=1. The catalyst class is: 606. (4) Reactant: [Br:1][C:2]1[CH:10]=[CH:9][C:8]([C:11](O)=[O:12])=[C:7]2[C:3]=1[C:4]([CH3:15])=[C:5]([CH3:14])[NH:6]2.C(Cl)CCl.C1C=CC2N(O)N=[N:26]C=2C=1.[OH-].[NH4+]. Product: [Br:1][C:2]1[CH:10]=[CH:9][C:8]([C:11]([NH2:26])=[O:12])=[C:7]2[C:3]=1[C:4]([CH3:15])=[C:5]([CH3:14])[NH:6]2. The catalyst class is: 76.